This data is from Reaction yield outcomes from USPTO patents with 853,638 reactions. The task is: Predict the reaction yield, written as a fraction of the theoretical maximum amount of product (1.0 means a 100% yield; for example, 0.34 means a 34% yield). (1) The reactants are Cl[C:2]1[N:10]=[C:9]2[C:5]([NH:6][CH:7]=[N:8]2)=[C:4](NCC2C=CC(OC)=CC=2)[N:3]=1.[H-].[Na+].I[CH:24]([CH3:26])[CH3:25].O. The catalyst is CN(C=O)C. The product is [CH:24]([C:2]1[N:10]=[C:9]2[C:5]([NH:6][CH:7]=[N:8]2)=[CH:4][N:3]=1)([CH3:26])[CH3:25]. The yield is 0.890. (2) The reactants are [C:1]([C:4]1[CH:9]=[CH:8][C:7]([N:10]=[C:11]=S)=[CH:6][CH:5]=1)(=[O:3])[CH3:2].C(N=C=NC(C)C)(C)C.[NH2:22][C:23]1[CH:41]=[CH:40][C:26]([C:27]([N:29]([CH2:35][CH2:36][CH:37]([CH3:39])[CH3:38])[CH2:30][CH2:31][CH:32]([CH3:34])[CH3:33])=[O:28])=[CH:25][C:24]=1[NH:42][CH2:43][CH2:44][CH:45]1[O:49][CH2:48][CH2:47][O:46]1. The catalyst is O1CCCC1. The product is [C:1]([C:4]1[CH:9]=[CH:8][C:7]([NH:10][C:11]2[N:42]([CH2:43][CH2:44][CH:45]3[O:46][CH2:47][CH2:48][O:49]3)[C:24]3[CH:25]=[C:26]([C:27]([N:29]([CH2:30][CH2:31][CH:32]([CH3:34])[CH3:33])[CH2:35][CH2:36][CH:37]([CH3:38])[CH3:39])=[O:28])[CH:40]=[CH:41][C:23]=3[N:22]=2)=[CH:6][CH:5]=1)(=[O:3])[CH3:2]. The yield is 0.660. (3) The reactants are [N+:1]([C:4]1[CH:8]=[CH:7][NH:6][N:5]=1)([O-:3])=[O:2].C(=O)([O-])[O-].[K+].[K+].[CH2:15]1[O:17][C@@H:16]1[CH2:18][OH:19]. The catalyst is CN(C)C=O. The product is [N+:1]([C:4]1[CH:8]=[CH:7][N:6]([CH2:15][C@H:16]([OH:17])[CH2:18][OH:19])[N:5]=1)([O-:3])=[O:2]. The yield is 0.460. (4) The reactants are B.[CH2:2]([C:5]1([O:11][Si:12]([C:15]([CH3:18])([CH3:17])[CH3:16])([CH3:14])[CH3:13])[CH2:10][CH2:9][CH2:8][CH2:7][CH2:6]1)[CH:3]=[CH2:4].[OH-:19].[Na+].OO. The catalyst is O1CCCC1.C(OCC)C.O. The product is [Si:12]([O:11][C:5]1([CH2:2][CH2:3][CH2:4][OH:19])[CH2:6][CH2:7][CH2:8][CH2:9][CH2:10]1)([C:15]([CH3:18])([CH3:17])[CH3:16])([CH3:13])[CH3:14]. The yield is 0.790. (5) The reactants are [OH:1][C:2]1[C:9]([O:10][CH2:11][CH2:12]C)=[CH:8][C:5]([CH:6]=[O:7])=[CH:4][C:3]=1[N+]([O-])=O.C[CH2:18][O:19]C(C)=O. No catalyst specified. The product is [OH:1][C:2]1[CH:3]=[CH:4][C:5]([CH:6]=[O:7])=[CH:8][C:9]=1[O:10][CH2:11][CH2:12][O:19][CH3:18]. The yield is 0.970. (6) The reactants are Cl[C:2]1[CH:7]=[C:6]([C:8]2[CH:13]=[C:12]([F:14])[CH:11]=[C:10]([Cl:15])[CH:9]=2)[N:5]=[C:4]2[CH2:16][CH2:17][CH2:18][C:3]=12.[CH2:19]([O:21][C:22](=[O:31])[CH2:23][C:24]1[CH:29]=[CH:28][C:27]([NH2:30])=[CH:26][CH:25]=1)[CH3:20]. No catalyst specified. The product is [Cl:15][C:10]1[CH:9]=[C:8]([C:6]2[N:5]=[C:4]3[CH2:16][CH2:17][CH2:18][C:3]3=[C:2]([NH:30][C:27]3[CH:26]=[CH:25][C:24]([CH2:23][C:22]([O:21][CH2:19][CH3:20])=[O:31])=[CH:29][CH:28]=3)[CH:7]=2)[CH:13]=[C:12]([F:14])[CH:11]=1. The yield is 0.870. (7) The reactants are [C:1]([O:5][C:6](=[O:38])[N:7]([C@H:9]([C:11](=[O:37])[NH:12][C@H:13]1[C@H:19]([CH3:20])[N:18]([C:21](=[O:31])[C:22]2[CH:27]=[CH:26][C:25]([C:28](=[O:30])[CH3:29])=[CH:24][CH:23]=2)[C:17]2[CH:32]=[CH:33][CH:34]=[CH:35][C:16]=2[NH:15][C:14]1=[O:36])[CH3:10])[CH3:8])([CH3:4])([CH3:3])[CH3:2].C(=O)([O-])[O-].[Cs+].[Cs+].[Br:45][C:46]1[CH:55]=[CH:54][CH:53]=[C:52]2[C:47]=1[CH:48]=[CH:49][C:50]([O:58][CH3:59])=[C:51]2[CH2:56]Cl.[I-].[Na+]. The catalyst is CN(C)C=O.O. The product is [C:1]([O:5][C:6](=[O:38])[N:7]([C@H:9]([C:11](=[O:37])[NH:12][C@H:13]1[C@H:19]([CH3:20])[N:18]([C:21](=[O:31])[C:22]2[CH:23]=[CH:24][C:25]([C:28](=[O:30])[CH3:29])=[CH:26][CH:27]=2)[C:17]2[CH:32]=[CH:33][CH:34]=[CH:35][C:16]=2[N:15]([CH2:56][C:51]2[C:52]3[C:47](=[C:46]([Br:45])[CH:55]=[CH:54][CH:53]=3)[CH:48]=[CH:49][C:50]=2[O:58][CH3:59])[C:14]1=[O:36])[CH3:10])[CH3:8])([CH3:3])([CH3:4])[CH3:2]. The yield is 0.450. (8) The reactants are C([O:8][C:9]1[CH:10]=[CH:11][C:12]([N+:18]([O-])=O)=[C:13]([CH:17]=1)[C:14]([NH2:16])=[O:15])C1C=CC=CC=1.NC1C=CC(O)=CC=1F. No catalyst specified. The product is [NH2:18][C:12]1[CH:11]=[CH:10][C:9]([OH:8])=[CH:17][C:13]=1[C:14]([NH2:16])=[O:15]. The yield is 0.990. (9) The reactants are [CH3:1][C:2]1[CH:7]=[N:6][N:5]2[C:8]([C:11]([F:14])([F:13])[F:12])=[N:9][N:10]=[C:4]2[CH:3]=1.C[OH:16]. The catalyst is ClCCl. The product is [F:13][C:11]([F:14])([F:12])[C:8]1[N:5]2[N:6]=[CH:7][C:2]([CH:1]=[O:16])=[CH:3][C:4]2=[N:10][N:9]=1. The yield is 0.780. (10) The reactants are [Cl:1][C:2]1[CH:7]=[C:6]([Cl:8])[CH:5]=[CH:4][C:3]=1[OH:9].F[C:11]1[CH:16]=[CH:15][C:14]([F:17])=[CH:13][C:12]=1[N+:18]([O-:20])=[O:19].[Cl:21][C:22]1[CH:36]=[C:35]([Cl:37])[CH:34]=[CH:33][C:23]=1[O:24][C:25]1[CH:31]=[CH:30][C:29]([F:32])=[CH:28][C:26]=1[NH2:27].[NH2:38][C:39]1[S:40][CH:41]=[CH:42][N:43]=1. No catalyst specified. The product is [Cl:1][C:2]1[CH:7]=[C:6]([Cl:8])[CH:5]=[CH:4][C:3]=1[O:9][C:11]1[CH:16]=[CH:15][C:14]([F:17])=[CH:13][C:12]=1[N+:18]([O-:20])=[O:19].[Cl:21][C:22]1[CH:36]=[C:35]([Cl:37])[CH:34]=[CH:33][C:23]=1[O:24][C:25]1[CH:31]=[CH:30][C:29]([F:32])=[CH:28][C:26]=1[NH:27][C:3]([NH:38][C:39]1[S:40][CH:41]=[CH:42][N:43]=1)=[O:9]. The yield is 0.780.